Task: Predict which catalyst facilitates the given reaction.. Dataset: Catalyst prediction with 721,799 reactions and 888 catalyst types from USPTO (1) Reactant: [C@@H:1]([NH:5][C:6]1[C:7](OS(C(F)(F)F)(=O)=O)=[N:8][C:9]2[C:14]([N:15]=1)=[CH:13][C:12]([C:16]([O:18][CH3:19])=[O:17])=[CH:11][CH:10]=2)([CH2:3][CH3:4])[CH3:2].[F:28][C:29]1[CH:30]=[CH:31][C:32]2[O:36][C:35](B(O)O)=[CH:34][C:33]=2[CH:40]=1.[O-]P([O-])([O-])=O.[K+].[K+].[K+]. Product: [C@@H:1]([NH:5][C:6]1[C:7]([C:35]2[O:36][C:32]3[CH:31]=[CH:30][C:29]([F:28])=[CH:40][C:33]=3[CH:34]=2)=[N:8][C:9]2[C:14]([N:15]=1)=[CH:13][C:12]([C:16]([O:18][CH3:19])=[O:17])=[CH:11][CH:10]=2)([CH2:3][CH3:4])[CH3:2]. The catalyst class is: 70. (2) Reactant: Br[C:2]1[CH:7]=[C:6]([F:8])[CH:5]=[C:4]([C:9]([CH3:12])([CH3:11])[CH3:10])[CH:3]=1.C([Mg]Cl)(C)C.[Li]CCCC.CN([CH:26]=[O:27])C. Product: [C:9]([C:4]1[CH:3]=[C:2]([CH:7]=[C:6]([F:8])[CH:5]=1)[CH:26]=[O:27])([CH3:12])([CH3:11])[CH3:10]. The catalyst class is: 1. (3) Reactant: [CH3:1][O:2][C:3]1[CH:4]=[C:5]2[C:10](=[CH:11][C:12]=1[O:13][CH3:14])[N:9]=[CH:8][CH:7]=[C:6]2[O:15][C:16]1[CH:22]=[CH:21][C:19]([NH2:20])=[CH:18][CH:17]=1.C(N(CC)CC)C.Cl[C:31](Cl)([O:33]C(=O)OC(Cl)(Cl)Cl)Cl.[CH3:42][O:43][C:44]1[CH:49]=[CH:48][CH:47]=[CH:46][C:45]=1[C@@H:50]([NH2:52])[CH3:51]. Product: [CH3:1][O:2][C:3]1[CH:4]=[C:5]2[C:10](=[CH:11][C:12]=1[O:13][CH3:14])[N:9]=[CH:8][CH:7]=[C:6]2[O:15][C:16]1[CH:22]=[CH:21][C:19]([NH:20][C:31]([NH:52][C@H:50]([C:45]2[CH:46]=[CH:47][CH:48]=[CH:49][C:44]=2[O:43][CH3:42])[CH3:51])=[O:33])=[CH:18][CH:17]=1. The catalyst class is: 22. (4) Reactant: Cl[CH2:2][C:3]([N:5]1[CH2:10][CH:9]([CH3:11])[N:8]([CH2:12][C:13]2[CH:18]=[CH:17][C:16]([F:19])=[CH:15][CH:14]=2)[CH2:7][CH:6]1[CH3:20])=[O:4].[Cl:21][C:22]1[CH:29]=[C:26]([CH:27]=[O:28])[C:25]([OH:30])=[CH:24][CH:23]=1.C(=O)([O-])[O-].[K+].[K+].[I-].[K+]. Product: [Cl:21][C:22]1[CH:23]=[CH:24][C:25]([O:30][CH2:2][C:3]([N:5]2[CH2:10][C@H:9]([CH3:11])[N:8]([CH2:12][C:13]3[CH:18]=[CH:17][C:16]([F:19])=[CH:15][CH:14]=3)[CH2:7][C@H:6]2[CH3:20])=[O:4])=[C:26]([CH:29]=1)[CH:27]=[O:28]. The catalyst class is: 163. (5) Reactant: [OH:1][C:2]1[C:10]([CH3:11])=[CH:9][CH:8]=[CH:7][C:3]=1[C:4]([OH:6])=O.[CH2:12]([O:14][C:15]([C:17]1([NH2:26])[CH2:25][C:24]2[C:19](=[CH:20][CH:21]=[CH:22][CH:23]=2)[CH2:18]1)=[O:16])[CH3:13].CN(C(ON1N=NC2C=CC=NC1=2)=[N+](C)C)C.F[P-](F)(F)(F)(F)F.CCN(C(C)C)C(C)C. Product: [CH2:12]([O:14][C:15]([C:17]1([NH:26][C:4](=[O:6])[C:3]2[CH:7]=[CH:8][CH:9]=[C:10]([CH3:11])[C:2]=2[OH:1])[CH2:25][C:24]2[C:19](=[CH:20][CH:21]=[CH:22][CH:23]=2)[CH2:18]1)=[O:16])[CH3:13]. The catalyst class is: 3.